This data is from Catalyst prediction with 721,799 reactions and 888 catalyst types from USPTO. The task is: Predict which catalyst facilitates the given reaction. (1) Reactant: [F:1][C:2]([F:14])([F:13])[C:3]1[C:4]([C:8]([O:10][CH2:11][CH3:12])=[O:9])=[CH:5][NH:6][CH:7]=1.[O:15]1CCC[CH2:16]1.C=O.[OH-].C([N+](CCCC)(CCCC)CCCC)CCC. Product: [OH:15][CH2:16][N:6]1[CH:7]=[C:3]([C:2]([F:1])([F:13])[F:14])[C:4]([C:8]([O:10][CH2:11][CH3:12])=[O:9])=[CH:5]1. The catalyst class is: 6. (2) Reactant: [CH3:1][N:2]([C:9]1[CH:14]=[N:13][C:12]([C:15]([F:18])([F:17])[F:16])=[CH:11][N:10]=1)[C@H:3]1[CH2:7][CH2:6][CH2:5][C@@H:4]1[NH2:8].[N:19]1[N:20]([C:24]2[CH:32]=[CH:31][CH:30]=[CH:29][C:25]=2[C:26](O)=[O:27])[N:21]=[CH:22][CH:23]=1.C(Cl)CCl.N1C2C(=NC=CC=2)N(O)N=1.C(N(CC)CC)C. Product: [CH3:1][N:2]([C:9]1[CH:14]=[N:13][C:12]([C:15]([F:18])([F:16])[F:17])=[CH:11][N:10]=1)[C@H:3]1[CH2:7][CH2:6][CH2:5][C@@H:4]1[NH:8][C:26](=[O:27])[C:25]1[CH:29]=[CH:30][CH:31]=[CH:32][C:24]=1[N:20]1[N:21]=[CH:22][CH:23]=[N:19]1. The catalyst class is: 2. (3) Reactant: [Br:1][C:2]1[C:10]2[C:5](=[N:6][CH:7]=[C:8]3[CH:13]=[CH:12][N:11]([CH:14]4[CH:19]([CH3:20])[CH2:18][CH2:17][N:16](C(OC(C)(C)C)=O)[CH2:15]4)[C:9]3=2)[N:4](COCC[Si](C)(C)C)[CH:3]=1.C(O)(C(F)(F)F)=O. Product: [Br:1][C:2]1[C:10]2[C:5](=[N:6][CH:7]=[C:8]3[CH:13]=[CH:12][N:11]([C@@H:14]4[C@H:19]([CH3:20])[CH2:18][CH2:17][NH:16][CH2:15]4)[C:9]3=2)[NH:4][CH:3]=1. The catalyst class is: 2. (4) Reactant: [H-].[Na+].[Cl:3][C:4]1[C:5]([CH3:10])=[N:6][O:7][C:8]=1[NH2:9].[S:11]1[C:15]2=[N:16][CH:17]=[CH:18][CH:19]=[C:14]2[C:13]([S:20](Cl)(=[O:22])=[O:21])=[CH:12]1. Product: [Cl:3][C:4]1[C:5]([CH3:10])=[N:6][O:7][C:8]=1[NH:9][S:20]([C:13]1[C:14]2[C:15](=[N:16][CH:17]=[CH:18][CH:19]=2)[S:11][CH:12]=1)(=[O:22])=[O:21]. The catalyst class is: 1.